From a dataset of Reaction yield outcomes from USPTO patents with 853,638 reactions. Predict the reaction yield, written as a fraction of the theoretical maximum amount of product (1.0 means a 100% yield; for example, 0.34 means a 34% yield). The reactants are C([O:8][C:9]1[CH:17]=[C:16]([O:18]CC2C=CC=CC=2)[C:15]([CH:26]([CH3:28])[CH3:27])=[CH:14][C:10]=1[C:11](O)=O)C1C=CC=CC=1.C(Cl)(=O)C(Cl)=O.C[N:36]([CH:38]=[O:39])C.[CH3:40][O:41][C:42]1[CH:47]=[CH:46][C:45]([NH2:48])=[CH:44][C:43]=1[N:49]([CH3:53])[CH2:50][CH2:51][CH3:52].C([N:56](CC)CC)C. The catalyst is ClCCl.C1COCC1.O.C(OCC)(=O)C. The product is [OH:39][C:38]1[N:48]([C:45]2[CH:46]=[CH:47][C:42]([O:41][CH3:40])=[C:43]([N:49]([CH3:53])[CH2:50][CH2:51][CH3:52])[CH:44]=2)[C:11]([C:10]2[CH:14]=[C:15]([CH:26]([CH3:27])[CH3:28])[C:16]([OH:18])=[CH:17][C:9]=2[OH:8])=[N:56][N:36]=1. The yield is 0.930.